Dataset: Reaction yield outcomes from USPTO patents with 853,638 reactions. Task: Predict the reaction yield, written as a fraction of the theoretical maximum amount of product (1.0 means a 100% yield; for example, 0.34 means a 34% yield). (1) The reactants are [N:1]1[C:10]2[C:5](=[CH:6][CH:7]=[CH:8][CH:9]=2)[CH:4]=[CH:3][C:2]=1[C:11]#[N:12].N. The catalyst is CO.[Ni]. The product is [NH2:12][CH2:11][C:2]1[CH:3]=[CH:4][C:5]2[C:10](=[CH:9][CH:8]=[CH:7][CH:6]=2)[N:1]=1. The yield is 0.980. (2) The reactants are Cl.[NH2:2][CH2:3][CH2:4][C:5]([OH:7])=[O:6].[C:8]([NH:15][C@H:16]([C:29]([OH:31])=O)[CH2:17][CH2:18][CH2:19][CH2:20][NH:21][C:22]([O:24][C:25]([CH3:28])([CH3:27])[CH3:26])=[O:23])([O:10][C:11]([CH3:14])([CH3:13])[CH3:12])=[O:9].F[P-](F)(F)(F)(F)F.N1(O[P+](N(C)C)(N(C)C)N(C)C)C2C=CC=C[C:42]=2N=N1.CCN(CC)CC. The catalyst is CN(C=O)C. The product is [C:11]([O:10][C:8]([NH:15][C@@H:16]([CH2:17][CH2:18][CH2:19][CH2:20][NH:21][C:22]([O:24][C:25]([CH3:28])([CH3:27])[CH3:26])=[O:23])[C:29]([NH:2][CH2:3][CH2:4][C:5]([O:7][CH3:42])=[O:6])=[O:31])=[O:9])([CH3:14])([CH3:13])[CH3:12]. The yield is 0.970. (3) The reactants are Br[C:2]1[S:10][C:5]2[C:6](=[O:9])[NH:7][CH2:8][C:4]=2[CH:3]=1.[CH:11]1(B(O)O)[CH2:13][CH2:12]1.C(=O)([O-])[O-].[K+].[K+]. The catalyst is COCCOC.C(OCC)(=O)C.C1C=CC(P(C2C=CC=CC=2)[C-]2C=CC=C2)=CC=1.C1C=CC(P(C2C=CC=CC=2)[C-]2C=CC=C2)=CC=1.Cl[Pd]Cl.[Fe+2]. The product is [CH:11]1([C:2]2[S:10][C:5]3[C:6](=[O:9])[NH:7][CH2:8][C:4]=3[CH:3]=2)[CH2:13][CH2:12]1. The yield is 0.950. (4) The reactants are Cl[C:2]1[CH:11]=[CH:10][C:9]2[C:4](=[CH:5][CH:6]=[C:7]([O:12][CH3:13])[CH:8]=2)[N:3]=1.[C:14]([C:17]1[CH:22]=[CH:21][C:20](B(O)O)=[C:19]([Cl:26])[CH:18]=1)([OH:16])=[O:15].C([O-])([O-])=O.[K+].[K+]. The catalyst is COCCOCCO.O.CCOC(C)=O.C1C=CC(P(C2C=CC=CC=2)[C-]2C=CC=C2)=CC=1.C1C=CC(P(C2C=CC=CC=2)[C-]2C=CC=C2)=CC=1.Cl[Pd]Cl.[Fe+2]. The product is [Cl:26][C:19]1[CH:18]=[C:17]([CH:22]=[CH:21][C:20]=1[C:2]1[CH:11]=[CH:10][C:9]2[C:4](=[CH:5][CH:6]=[C:7]([O:12][CH3:13])[CH:8]=2)[N:3]=1)[C:14]([OH:16])=[O:15]. The yield is 0.460. (5) The reactants are [CH3:1][O:2][C:3](=[O:16])[C:4]1[CH:9]=[CH:8][C:7](I)=[C:6]([O:11][CH2:12][C:13]([CH3:15])=[CH2:14])[CH:5]=1.C(=O)([O-])[O-].[K+].[K+].[CH:23]1[C:32]2[C:27](=[CH:28][CH:29]=[CH:30][CH:31]=2)[CH:26]=[CH:25][C:24]=1B(O)O. The catalyst is CN(C=O)C.[Cl-].C([N+](CCCC)(CCCC)CCCC)CCC.C([O-])(=O)C.[Pd+2].C([O-])(=O)C. The product is [CH3:1][O:2][C:3]([C:4]1[CH:9]=[CH:8][C:7]2[C:13]([CH3:15])([CH2:14][C:25]3[CH:24]=[CH:23][C:32]4[C:27](=[CH:28][CH:29]=[CH:30][CH:31]=4)[CH:26]=3)[CH2:12][O:11][C:6]=2[CH:5]=1)=[O:16]. The yield is 0.220.